This data is from Peptide-MHC class II binding affinity with 134,281 pairs from IEDB. The task is: Regression. Given a peptide amino acid sequence and an MHC pseudo amino acid sequence, predict their binding affinity value. This is MHC class II binding data. (1) The peptide sequence is DRSIALTFLAVGGVL. The MHC is DRB1_1501 with pseudo-sequence DRB1_1501. The binding affinity (normalized) is 0.745. (2) The peptide sequence is VTEFACVVAEAVVKT. The MHC is DRB5_0101 with pseudo-sequence DRB5_0101. The binding affinity (normalized) is 0.632.